Dataset: Reaction yield outcomes from USPTO patents with 853,638 reactions. Task: Predict the reaction yield, written as a fraction of the theoretical maximum amount of product (1.0 means a 100% yield; for example, 0.34 means a 34% yield). (1) The reactants are [C:1]([C:5]1[O:9][N:8]=[C:7]([NH:10][C:11]([NH:13][C:14]2[CH:19]=[CH:18][CH:17]=[C:16]([S:20][C:21]3[C:30]4[C:25](=[CH:26][C:27]([O:33][CH2:34][CH2:35][CH2:36]Cl)=[C:28]([O:31][CH3:32])[CH:29]=4)[N:24]=[CH:23][N:22]=3)[CH:15]=2)=[O:12])[CH:6]=1)([CH3:4])([CH3:3])[CH3:2].[CH3:38][N:39]1[CH2:44][CH2:43][NH:42][CH2:41][CH2:40]1.C(N(C(C)C)CC)(C)C. The catalyst is CN(C=O)C.[I-].C([N+](CCCC)(CCCC)CCCC)CCC. The product is [C:1]([C:5]1[O:9][N:8]=[C:7]([NH:10][C:11]([NH:13][C:14]2[CH:19]=[CH:18][CH:17]=[C:16]([S:20][C:21]3[C:30]4[C:25](=[CH:26][C:27]([O:33][CH2:34][CH2:35][CH2:36][N:42]5[CH2:43][CH2:44][N:39]([CH3:38])[CH2:40][CH2:41]5)=[C:28]([O:31][CH3:32])[CH:29]=4)[N:24]=[CH:23][N:22]=3)[CH:15]=2)=[O:12])[CH:6]=1)([CH3:4])([CH3:3])[CH3:2]. The yield is 0.320. (2) The reactants are Cl.ClC1C=CC=C[C:4]=1[N:9]1C=NN=[C:10]1C1SC2C3C=CC(N)=CC=3OCCC=2C=1.CCN(C(C)C)C(C)C.ClCC(Cl)=O.Cl[CH2:44][C:45]([NH:47][C:48]1[CH:49]=[CH:50][C:51]2[C:57]3[S:58][C:59]([C:61]4[N:65]([C:66]5[CH:71]=[CH:70][CH:69]=[CH:68][C:67]=5[Cl:72])[CH:64]=[N:63][N:62]=4)=[CH:60][C:56]=3[CH2:55][CH2:54][O:53][C:52]=2[CH:73]=1)=[O:46].Cl.N(C)C.CCN(CC)CC. The catalyst is C(Cl)Cl. The product is [Cl:72][C:67]1[CH:68]=[CH:69][CH:70]=[CH:71][C:66]=1[N:65]1[CH:64]=[N:63][N:62]=[C:61]1[C:59]1[S:58][C:57]2[C:51]3[CH:50]=[CH:49][C:48]([NH:47][C:45](=[O:46])[CH2:44][N:9]([CH3:10])[CH3:4])=[CH:73][C:52]=3[O:53][CH2:54][CH2:55][C:56]=2[CH:60]=1. The yield is 0.200. (3) The reactants are [CH:1]1[CH:2]=[CH:3][C:4]([C@@H:7]2[N:16]([C:17]([O:19][C@@H:20]3[CH:25]4[CH2:26][CH2:27][N:22]([CH2:23][CH2:24]4)[CH2:21]3)=[O:18])[CH2:15][CH2:14][C:13]3[CH:12]=[CH:11][CH:10]=[CH:9][C:8]2=3)=[CH:5][CH:6]=1.[C:28]([OH:35])(=[O:34])[CH2:29][CH2:30][C:31]([OH:33])=[O:32]. The catalyst is CC(C)=O. The product is [CH:1]1[CH:6]=[CH:5][C:4]([C@@H:7]2[N:16]([C:17]([O:19][C@@H:20]3[CH:25]4[CH2:24][CH2:23][N:22]([CH2:27][CH2:26]4)[CH2:21]3)=[O:18])[CH2:15][CH2:14][C:13]3[CH:12]=[CH:11][CH:10]=[CH:9][C:8]2=3)=[CH:3][CH:2]=1.[CH2:29]([C:28]([OH:35])=[O:34])[CH2:30][C:31]([OH:33])=[O:32]. The yield is 0.590. (4) The reactants are [C:1]([O:5][C:6](=[O:19])[NH:7][C:8]1[CH:13]=[CH:12][C:11]([CH:14]([CH2:17][NH2:18])[CH2:15][NH2:16])=[CH:10][CH:9]=1)([CH3:4])([CH3:3])[CH3:2].[S:20](N)(N)(=[O:22])=[O:21]. The catalyst is N1C=CC=CC=1. The product is [C:1]([O:5][C:6](=[O:19])[NH:7][C:8]1[CH:13]=[CH:12][C:11]([CH:14]2[CH2:15][NH:16][S:20](=[O:22])(=[O:21])[NH:18][CH2:17]2)=[CH:10][CH:9]=1)([CH3:4])([CH3:2])[CH3:3]. The yield is 0.640. (5) The reactants are CC(C)([O-])C.[Na+].Br[C:8]1[C:17]2[O:16][CH2:15][CH2:14][N:13]([S:18]([C:21]3[CH:26]=[CH:25][C:24]([Cl:27])=[CH:23][CH:22]=3)(=[O:20])=[O:19])[C:12]=2[CH:11]=[C:10]([CH3:28])[CH:9]=1.[NH:29]1[CH2:34][CH2:33][NH:32][CH2:31][CH2:30]1. The catalyst is C1(C)C=CC=CC=1.C(OCC)(=O)C.C1C=CC(/C=C/C(/C=C/C2C=CC=CC=2)=O)=CC=1.C1C=CC(/C=C/C(/C=C/C2C=CC=CC=2)=O)=CC=1.C1C=CC(/C=C/C(/C=C/C2C=CC=CC=2)=O)=CC=1.[Pd].[Pd].C1(P(C2C=CC=CC=2)C2C=CC3C(=CC=CC=3)C=2C2C3C(=CC=CC=3)C=CC=2P(C2C=CC=CC=2)C2C=CC=CC=2)C=CC=CC=1. The product is [Cl:27][C:24]1[CH:25]=[CH:26][C:21]([S:18]([N:13]2[C:12]3[CH:11]=[C:10]([CH3:28])[CH:9]=[C:8]([N:29]4[CH2:34][CH2:33][NH:32][CH2:31][CH2:30]4)[C:17]=3[O:16][CH2:15][CH2:14]2)(=[O:20])=[O:19])=[CH:22][CH:23]=1. The yield is 0.796. (6) The reactants are [H-].[Na+].[CH:3]1([S:6]([NH2:9])(=[O:8])=[O:7])[CH2:5][CH2:4]1.[Cl:10][C:11]1[CH:16]=[CH:15][C:14]([N:17]2[CH2:21][CH2:20][O:19][C:18]2=[O:22])=[CH:13][C:12]=1[CH:23]1[CH2:32][C:31]([CH3:34])([CH3:33])[C:30]2[C:25](=[CH:26][CH:27]=[C:28]([C:35](O)=[O:36])[CH:29]=2)[NH:24]1.C(N1C=CN=C1)(N1C=CN=C1)=O. The catalyst is CN(C)C=O.O. The product is [Cl:10][C:11]1[CH:16]=[CH:15][C:14]([N:17]2[CH2:21][CH2:20][O:19][C:18]2=[O:22])=[CH:13][C:12]=1[CH:23]1[CH2:32][C:31]([CH3:33])([CH3:34])[C:30]2[C:25](=[CH:26][CH:27]=[C:28]([C:35]([NH:9][S:6]([CH:3]3[CH2:5][CH2:4]3)(=[O:8])=[O:7])=[O:36])[CH:29]=2)[NH:24]1. The yield is 0.270. (7) The reactants are Br[C:2]1[CH:29]=[C:5]2[CH2:6][N:7]([C:11]([O:13][CH2:14][C:15]3[CH:20]=[C:19]([C:21]([F:24])([F:23])[F:22])[CH:18]=[C:17]([C:25]([F:28])([F:27])[F:26])[CH:16]=3)=[O:12])[CH2:8][CH2:9][CH2:10][N:4]2[N:3]=1.[CH3:30][N:31]1[CH2:36][CH2:35][NH:34][CH2:33][CH2:32]1.C(O[Na])(C)(C)C.C(P(C(C)(C)C)C1C=CC=CC=1C1C=CC=CC=1)(C)(C)C. The catalyst is C1COCC1.C1C=CC(/C=C/C(/C=C/C2C=CC=CC=2)=O)=CC=1.C1C=CC(/C=C/C(/C=C/C2C=CC=CC=2)=O)=CC=1.C1C=CC(/C=C/C(/C=C/C2C=CC=CC=2)=O)=CC=1.[Pd].[Pd]. The product is [CH3:30][N:31]1[CH2:36][CH2:35][N:34]([C:2]2[CH:29]=[C:5]3[CH2:6][N:7]([C:11]([O:13][CH2:14][C:15]4[CH:20]=[C:19]([C:21]([F:24])([F:23])[F:22])[CH:18]=[C:17]([C:25]([F:28])([F:27])[F:26])[CH:16]=4)=[O:12])[CH2:8][CH2:9][CH2:10][N:4]3[N:3]=2)[CH2:33][CH2:32]1. The yield is 0.160.